This data is from Reaction yield outcomes from USPTO patents with 853,638 reactions. The task is: Predict the reaction yield, written as a fraction of the theoretical maximum amount of product (1.0 means a 100% yield; for example, 0.34 means a 34% yield). (1) The reactants are [F:1][C:2]1[CH:7]=[CH:6][C:5]([NH:8][C:9]([NH:11][C:12]([NH:14][CH2:15][C:16]2[CH:21]=[CH:20][C:19]([C:22]3[N:26]=[CH:25][N:24]([C:27]4[CH:32]=[CH:31][C:30]([O:33][C:34]([F:37])([F:36])[F:35])=[CH:29][CH:28]=4)[N:23]=3)=[CH:18][CH:17]=2)=[O:13])=[S:10])=[C:4]([CH:38]([CH3:40])[CH3:39])[CH:3]=1.[C:41]([O-])(=[O:43])[CH3:42].[Na+].BrCC(OC)=O.C(#N)C. The catalyst is [Cl-].[Na+].O.ClCCl. The product is [F:1][C:2]1[CH:7]=[CH:6][C:5]([N:8]2[C:41](=[O:43])[CH2:42][S:10]/[C:9]/2=[N:11]\[C:12]([NH:14][CH2:15][C:16]2[CH:21]=[CH:20][C:19]([C:22]3[N:26]=[CH:25][N:24]([C:27]4[CH:32]=[CH:31][C:30]([O:33][C:34]([F:37])([F:35])[F:36])=[CH:29][CH:28]=4)[N:23]=3)=[CH:18][CH:17]=2)=[O:13])=[C:4]([CH:38]([CH3:40])[CH3:39])[CH:3]=1. The yield is 0.580. (2) The reactants are [CH3:1][O:2][NH:3][C:4]([C:6]1[C:7](=[O:38])[C:8]2[CH:13]=[N:12][C:11]([NH:14][C:15]3[CH:20]=[CH:19][C:18]([CH:21]4[CH2:26][CH2:25][NH:24][CH2:23][CH2:22]4)=[CH:17][CH:16]=3)=[N:10][C:9]=2[N:27]([C:29]2[CH:30]=[C:31]3[C:35](=[CH:36][CH:37]=2)[CH2:34][CH2:33][CH2:32]3)[CH:28]=1)=[O:5].Br[CH2:40][C:41]([OH:43])=[O:42].C(N(CC)CC)C. The catalyst is CN(C=O)C. The product is [CH2:34]1[C:35]2[C:31](=[CH:30][C:29]([N:27]3[C:9]4[N:10]=[C:11]([NH:14][C:15]5[CH:16]=[CH:17][C:18]([CH:21]6[CH2:26][CH2:25][N:24]([CH2:40][C:41]([OH:43])=[O:42])[CH2:23][CH2:22]6)=[CH:19][CH:20]=5)[N:12]=[CH:13][C:8]=4[C:7](=[O:38])[C:6]([C:4](=[O:5])[NH:3][O:2][CH3:1])=[CH:28]3)=[CH:37][CH:36]=2)[CH2:32][CH2:33]1. The yield is 0.610. (3) The catalyst is O1CCCC1.C(OCC)(=O)C. The product is [S:8]1[C:4]2[CH:3]=[C:2]([NH:1][C:29](=[O:30])[C:28]3[CH:32]=[CH:33][CH:34]=[C:26]([NH:25][C:17](=[O:24])[C:18]4[CH:19]=[CH:20][CH:21]=[CH:22][CH:23]=4)[CH:27]=3)[CH:10]=[CH:9][C:5]=2[N:6]=[CH:7]1. The reactants are [NH2:1][C:2]1[CH:10]=[CH:9][C:5]2[N:6]=[CH:7][S:8][C:4]=2[CH:3]=1.N1C=CC=CC=1.[C:17]([NH:25][C:26]1[CH:27]=[C:28]([CH:32]=[CH:33][CH:34]=1)[C:29](Cl)=[O:30])(=[O:24])[C:18]1[CH:23]=[CH:22][CH:21]=[CH:20][CH:19]=1.Cl. The yield is 0.520. (4) The reactants are [OH:1][C:2]1[CH:3]=[N:4][CH:5]=[CH:6][CH:7]=1.C1(=O)O[CH2:11][CH2:10][O:9]1.C([O-])([O-])=O.[K+].[K+].CN(C=O)C. The catalyst is C1(=O)OCCO1.O. The product is [N:4]1[CH:5]=[CH:6][CH:7]=[C:2]([O:1][CH2:11][CH2:10][OH:9])[CH:3]=1. The yield is 0.720. (5) The reactants are [NH2:1][C:2]1[C:3]([CH3:25])=[C:4]([CH:22]=[CH:23][CH:24]=1)[C:5]([NH:7][CH2:8][CH:9]([OH:21])[CH2:10][N:11]1[CH2:20][CH2:19][C:18]2[C:13](=[CH:14][CH:15]=[CH:16][CH:17]=2)[CH2:12]1)=[O:6].CC(O)=O.[O:30]1[CH2:35][CH2:34][C:33](=O)[CH2:32][CH2:31]1.[BH3-]C#N.[Na+]. The catalyst is CO. The product is [CH2:12]1[C:13]2[C:18](=[CH:17][CH:16]=[CH:15][CH:14]=2)[CH2:19][CH2:20][N:11]1[CH2:10][CH:9]([OH:21])[CH2:8][NH:7][C:5](=[O:6])[C:4]1[CH:22]=[CH:23][CH:24]=[C:2]([NH:1][CH:33]2[CH2:34][CH2:35][O:30][CH2:31][CH2:32]2)[C:3]=1[CH3:25]. The yield is 0.0960. (6) The reactants are [CH3:1][N:2]1[CH2:7][CH2:6][N:5]([CH2:8][C:9]2[CH:10]=[CH:11][C:12]3[N:16]=[CH:15][N:14]([C:17]4[S:21][C:20]([C:22]([O:24]C)=O)=[C:19]([O:26][C@@H:27]([C:29]5[CH:34]=[CH:33][CH:32]=[CH:31][C:30]=5[C:35]([F:38])([F:37])[F:36])[CH3:28])[CH:18]=4)[C:13]=3[CH:39]=2)[CH2:4][CH2:3]1.[NH3:40].CO. No catalyst specified. The product is [CH3:1][N:2]1[CH2:7][CH2:6][N:5]([CH2:8][C:9]2[CH:10]=[CH:11][C:12]3[N:16]=[CH:15][N:14]([C:17]4[S:21][C:20]([C:22]([NH2:40])=[O:24])=[C:19]([O:26][C@@H:27]([C:29]5[CH:34]=[CH:33][CH:32]=[CH:31][C:30]=5[C:35]([F:38])([F:36])[F:37])[CH3:28])[CH:18]=4)[C:13]=3[CH:39]=2)[CH2:4][CH2:3]1. The yield is 0.920.